Dataset: Full USPTO retrosynthesis dataset with 1.9M reactions from patents (1976-2016). Task: Predict the reactants needed to synthesize the given product. (1) Given the product [OH:2][C:1]1[CH:3]=[C:4]([CH:6]=[CH:7][CH:8]=1)[O:5][C:13]1[C:22]2[C:17](=[CH:18][CH:19]=[CH:20][CH:21]=2)[C:16]([CH2:23][C:24]2[CH:29]=[CH:28][N:27]=[CH:26][CH:25]=2)=[N:15][N:14]=1, predict the reactants needed to synthesize it. The reactants are: [C:1]1([CH:8]=[CH:7][CH:6]=[C:4]([OH:5])[CH:3]=1)[OH:2].C[O-].[Na+].Cl[C:13]1[C:22]2[C:17](=[CH:18][CH:19]=[CH:20][CH:21]=2)[C:16]([CH2:23][C:24]2[CH:29]=[CH:28][N:27]=[CH:26][CH:25]=2)=[N:15][N:14]=1. (2) Given the product [CH3:1][O:2][C:3]1[CH:4]=[C:5]([CH:18]=[CH:19][C:20]=1[O:21][CH3:22])[C:6]([C:8]1[O:14][CH:11]=[CH:10][CH:9]=1)=[O:7], predict the reactants needed to synthesize it. The reactants are: [CH3:1][O:2][C:3]1[CH:4]=[C:5]([CH:18]=[CH:19][C:20]=1[O:21][CH3:22])[C:6]([C:8]1C=C[C:11]([O:14]C)=[C:10](OC)[CH:9]=1)=[O:7].C1(OC)C(=CC=CC=1)OC.[Cl-].[Al+3].[Cl-].[Cl-].O1C=CC=C1C(Cl)=O. (3) Given the product [CH2:6]([N:9]1[C:17]2[C:12](=[CH:13][CH:14]=[CH:15][CH:16]=2)[C:11]([C@H:3]([CH3:4])[CH2:2][CH:1]=[O:5])=[CH:10]1)[CH:7]=[CH2:8], predict the reactants needed to synthesize it. The reactants are: [CH:1](=[O:5])/[CH:2]=[CH:3]/[CH3:4].[CH2:6]([N:9]1[C:17]2[C:12](=[CH:13][CH:14]=[CH:15][CH:16]=2)[CH:11]=[CH:10]1)[CH:7]=[CH2:8].C(O)(C(F)(F)F)=O.C([C@@H]1N[C@H](C(C)(C)C)N(C)C1=O)C1C=CC=CC=1. (4) The reactants are: ClC1C(C)=C(S(Cl)(=O)=O)C=CC=1.N1C=CC=C[CH:14]=1.COC([C:23]1[NH:24][C:25]2[C:30]([CH:31]=1)=[CH:29][C:28]([NH2:32])=[CH:27][CH:26]=2)=O.[C:33]([O-:36])(O)=[O:34].[Na+]. Given the product [CH3:14][O:36][C:33]([C:31]1[C:30]2[C:25](=[CH:26][CH:27]=[C:28]([NH2:32])[CH:29]=2)[NH:24][CH:23]=1)=[O:34], predict the reactants needed to synthesize it. (5) The reactants are: [NH:1]1[CH:9]=[C:7]([CH3:8])[C:5](=[O:6])[NH:4][C:2]1=[O:3].C(O[C@@H:14]1[CH2:18][C@H:17]([O:19][CH:20]([P:31]([O:35][CH3:36])([O:33][CH3:34])=[O:32])[C:21]([O:23][CH2:24][C:25]2[CH:30]=[CH:29][CH:28]=[CH:27][CH:26]=2)=[O:22])[CH:16]=[CH:15]1)(=O)C.C([O-])([O-])=O.[Na+].[Na+]. Given the product [CH3:34][O:33][P:31]([CH:20]([O:19][C@H:17]1[CH2:18][C@@H:14]([N:1]2[CH:9]=[C:7]([CH3:8])[C:5](=[O:6])[NH:4][C:2]2=[O:3])[CH:15]=[CH:16]1)[C:21]([O:23][CH2:24][C:25]1[CH:30]=[CH:29][CH:28]=[CH:27][CH:26]=1)=[O:22])([O:35][CH3:36])=[O:32], predict the reactants needed to synthesize it. (6) Given the product [NH2:9][C:8]1[C:7]2[C:10]([O:14][CH2:15][C@H:16]3[CH2:21][CH2:20][CH2:19][N:18]([C:22](=[O:26])[CH2:23][CH2:24][CH3:25])[CH2:17]3)=[CH:11][CH:12]=[CH:13][C:6]=2[NH:5][S:1](=[O:3])(=[O:4])[N:2]=1, predict the reactants needed to synthesize it. The reactants are: [S:1]([NH:5][C:6]1[CH:13]=[CH:12][CH:11]=[C:10]([O:14][CH2:15][C@H:16]2[CH2:21][CH2:20][CH2:19][N:18]([C:22](=[O:26])[CH2:23][CH2:24][CH3:25])[CH2:17]2)[C:7]=1[C:8]#[N:9])(=[O:4])(=[O:3])[NH2:2].[OH-].[Na+].Cl. (7) Given the product [CH3:51][N:8]([C:4]1[CH:3]=[CH:2][CH:7]=[C:52]([N:53]([CH3:63])[CH2:54][CH2:55][N:56]2[CH2:61][CH2:60][O:59][CH2:58][CH2:57]2)[CH:5]=1)[C:9]([N:11]1[C:15]2[N:16]=[C:17]([N:45]3[CH2:50][CH2:49][O:48][CH2:47][CH2:46]3)[N:18]=[C:19]([C:20]3[CH:25]=[N:24][C:23]([NH2:26])=[N:22][CH:21]=3)[C:14]=2[CH2:13][CH2:12]1)=[O:10], predict the reactants needed to synthesize it. The reactants are: Br[C:2]1[CH:3]=[C:4]([N:8]([CH3:51])[C:9]([N:11]2[C:15]3[N:16]=[C:17]([N:45]4[CH2:50][CH2:49][O:48][CH2:47][CH2:46]4)[N:18]=[C:19]([C:20]4[CH:21]=[N:22][C:23]([N:26](CC5C=CC(OC)=CC=5)CC5C=CC(OC)=CC=5)=[N:24][CH:25]=4)[C:14]=3[CH2:13][CH2:12]2)=[O:10])[CH:5]=C[CH:7]=1.[CH3:52][NH:53][CH2:54][CH2:55][N:56]1[CH2:61][CH2:60][O:59][CH2:58][CH2:57]1.N1(CCO)CCNC[CH2:63]1.CN(CCN1CCOCC1)C1C=C(NC(N2C3N=C(N4CCOCC4)N=C(C4C=NC(N(CC5C=CC(OC)=CC=5)CC5C=CC(OC)=CC=5)=NC=4)C=3CC2)=O)C=CC=1.